Dataset: Forward reaction prediction with 1.9M reactions from USPTO patents (1976-2016). Task: Predict the product of the given reaction. (1) Given the reactants Cl[C:2]1[CH:7]=[C:6]([C:8]2[N:12]3[CH:13]=[C:14]([NH:17][CH:18]4[CH2:23][CH2:22][CH2:21][CH2:20][CH:19]4[OH:24])[CH:15]=[CH:16][C:11]3=[N:10][CH:9]=2)[CH:5]=[CH:4][N:3]=1.[O:25]1[CH:29]=[CH:28][C:27](B(O)O)=[CH:26]1, predict the reaction product. The product is: [O:25]1[CH:29]=[CH:28][C:27]([C:2]2[CH:7]=[C:6]([C:8]3[N:12]4[CH:13]=[C:14]([NH:17][CH:18]5[CH2:23][CH2:22][CH2:21][CH2:20][CH:19]5[OH:24])[CH:15]=[CH:16][C:11]4=[N:10][CH:9]=3)[CH:5]=[CH:4][N:3]=2)=[CH:26]1. (2) Given the reactants [CH3:1][S:2]([NH:5][NH:6][C:7]([C:9]1[CH2:14][CH:13]=[CH:12][N:11]([CH2:15][C:16](=[O:22])[C:17]2[S:18][CH:19]=[CH:20][CH:21]=2)[CH:10]=1)=[O:8])(=[O:4])=[O:3].C(=O)(O)[O-:24].[Na+], predict the reaction product. The product is: [OH:24][CH:12]1[N:11]([CH2:15][C:16](=[O:22])[C:17]2[S:18][CH:19]=[CH:20][CH:21]=2)[CH:10]=[C:9]([C:7]([NH:6][NH:5][S:2]([CH3:1])(=[O:3])=[O:4])=[O:8])[CH2:14][CH2:13]1. (3) Given the reactants [CH2:1]([O:8][CH2:9][CH2:10][NH:11][C:12]1[N:17]=[C:16]([O:18][CH3:19])[C:15]([N+:20]([O-])=O)=[C:14]([O:23][CH3:24])[N:13]=1)[C:2]1[CH:7]=[CH:6][CH:5]=[CH:4][CH:3]=1, predict the reaction product. The product is: [CH2:1]([O:8][CH2:9][CH2:10][NH:11][C:12]1[N:13]=[C:14]([O:23][CH3:24])[C:15]([NH2:20])=[C:16]([O:18][CH3:19])[N:17]=1)[C:2]1[CH:7]=[CH:6][CH:5]=[CH:4][CH:3]=1. (4) Given the reactants [CH2:1]([Li])CCC.[C:6]1([S:12]([CH2:15][C:16]([CH3:30])([CH3:29])[CH2:17][CH2:18][N:19]2[CH2:24][CH2:23][CH:22]([C:25]([F:28])([F:27])[F:26])[CH2:21][CH2:20]2)(=[O:14])=[O:13])[CH:11]=[CH:10][CH:9]=[CH:8][CH:7]=1.CI, predict the reaction product. The product is: [C:6]1([S:12]([CH:15]([CH3:1])[C:16]([CH3:30])([CH3:29])[CH2:17][CH2:18][N:19]2[CH2:20][CH2:21][CH:22]([C:25]([F:28])([F:27])[F:26])[CH2:23][CH2:24]2)(=[O:14])=[O:13])[CH:7]=[CH:8][CH:9]=[CH:10][CH:11]=1. (5) Given the reactants [I:1][C:2]1[CH:7]=[CH:6][C:5]([N:8]2[C@H:11]([C:12]3[CH:17]=[CH:16][C:15]([O:18][Si:19]([CH3:25])([CH3:24])[C:20]([CH3:23])([CH3:22])[CH3:21])=[CH:14][CH:13]=3)[C@@H:10]([S:26]CC3C=CC(OC)=CC=3)[C:9]2=[O:36])=[CH:4][CH:3]=1.C1(C)C=CC=CC=1.O, predict the reaction product. The product is: [I:1][C:2]1[CH:3]=[CH:4][C:5]([N:8]2[C@H:11]([C:12]3[CH:17]=[CH:16][C:15]([O:18][Si:19]([CH3:24])([CH3:25])[C:20]([CH3:21])([CH3:23])[CH3:22])=[CH:14][CH:13]=3)[C@@H:10]([SH:26])[C:9]2=[O:36])=[CH:6][CH:7]=1. (6) The product is: [C:1]([Si:5]([CH3:30])([CH3:29])[O:6][C:7]1[CH:12]=[CH:11][C:10]([C:13]([C:18]2[S:22][C:21]([S:23]([OH:33])(=[O:25])=[O:24])=[C:20]([CH3:27])[CH:19]=2)([CH2:16][CH3:17])[CH2:14][CH3:15])=[CH:9][C:8]=1[CH3:28])([CH3:4])([CH3:3])[CH3:2]. Given the reactants [C:1]([Si:5]([CH3:30])([CH3:29])[O:6][C:7]1[CH:12]=[CH:11][C:10]([C:13]([C:18]2[S:22][C:21]([S:23](N)(=[O:25])=[O:24])=[C:20]([CH3:27])[CH:19]=2)([CH2:16][CH3:17])[CH2:14][CH3:15])=[CH:9][C:8]=1[CH3:28])([CH3:4])([CH3:3])[CH3:2].C(N(C)C)(=[O:33])C.C(N(C)C)=O, predict the reaction product. (7) Given the reactants [CH2:1]([OH:8])[C:2]1[CH:7]=[CH:6][CH:5]=[CH:4][CH:3]=1.[H-].[Na+].Br[C:12]1[CH:21]=[CH:20][C:15]([C:16]([O:18][CH3:19])=[O:17])=[CH:14][N:13]=1, predict the reaction product. The product is: [CH2:1]([O:8][C:12]1[CH:21]=[CH:20][C:15]([C:16]([O:18][CH3:19])=[O:17])=[CH:14][N:13]=1)[C:2]1[CH:7]=[CH:6][CH:5]=[CH:4][CH:3]=1. (8) The product is: [NH2:53][C:21](=[O:23])[CH2:20][O:19][C:18]1[CH:17]=[C:16]([CH:26]=[C:25]([C:27]2[C:35]3[C:30](=[N:31][CH:32]=[CH:33][CH:34]=3)[NH:29][CH:28]=2)[CH:24]=1)[CH2:15][NH:14][C:12]([C:8]1[C:7](=[O:45])[N:6]([CH2:5][C:4]2[CH:46]=[CH:47][C:48]([F:49])=[C:2]([F:1])[CH:3]=2)[CH:11]=[CH:10][CH:9]=1)=[O:13]. Given the reactants [F:1][C:2]1[CH:3]=[C:4]([CH:46]=[CH:47][C:48]=1[F:49])[CH2:5][N:6]1[CH:11]=[CH:10][CH:9]=[C:8]([C:12]([NH:14][CH2:15][C:16]2[CH:17]=[C:18]([CH:24]=[C:25]([C:27]3[C:35]4[C:30](=[N:31][CH:32]=[CH:33][CH:34]=4)[N:29](S(C4C=CC=CC=4)(=O)=O)[CH:28]=3)[CH:26]=2)[O:19][CH2:20][C:21]([OH:23])=O)=[O:13])[C:7]1=[O:45].[Cl-].[NH4+].C[N:53](C)C=O.C(N(CC)C(C)C)(C)C.CO.C(=O)([O-])[O-].[K+].[K+], predict the reaction product. (9) Given the reactants [CH2:1]([O:8][N:9]1[CH2:15][CH:14]=[CH:13][CH2:12][C@@H:11]([NH:16][S:17]([C:20]2[CH:25]=[CH:24][C:23](F)=[CH:22][CH:21]=2)(=[O:19])=[O:18])[C:10]1=[O:27])[C:2]1[CH:7]=[CH:6][CH:5]=[CH:4][CH:3]=1.[C:28]1([CH:34]2[CH2:39][CH2:38][NH:37][CH2:36][CH2:35]2)[CH:33]=[CH:32][CH:31]=[CH:30][CH:29]=1, predict the reaction product. The product is: [CH2:1]([O:8][N:9]1[CH2:15][CH:14]=[CH:13][CH2:12][C@@H:11]([NH:16][S:17]([C:20]2[CH:25]=[CH:24][C:23]([N:37]3[CH2:38][CH2:39][CH:34]([C:28]4[CH:33]=[CH:32][CH:31]=[CH:30][CH:29]=4)[CH2:35][CH2:36]3)=[CH:22][CH:21]=2)(=[O:19])=[O:18])[C:10]1=[O:27])[C:2]1[CH:7]=[CH:6][CH:5]=[CH:4][CH:3]=1. (10) Given the reactants FC(F)(F)C([O-])=O.C([SiH](C(C)C)C(C)C)(C)C.[NH:18](C(OC(C)(C)C)=O)[C@H:19]([C:41]([CH2:43][CH2:44][CH2:45][N:46]=[N+:47]=[N-:48])=[O:42])[CH2:20][S:21]C(C1C=CC=CC=1)(C1C=CC=CC=1)C1C=CC=CC=1, predict the reaction product. The product is: [NH2:18][C@H:19]([C:41]([CH2:43][CH2:44][CH2:45][N:46]=[N+:47]=[N-:48])=[O:42])[CH2:20][SH:21].